Dataset: Catalyst prediction with 721,799 reactions and 888 catalyst types from USPTO. Task: Predict which catalyst facilitates the given reaction. (1) Reactant: O.ClC1C(=O)C(C#N)=C(C#N)C(=O)C=1Cl.[C:16]([O:20][C:21]([NH:23][CH2:24][C@@:25]1([CH2:43][C:44]([O:46][C:47]([CH3:50])([CH3:49])[CH3:48])=[O:45])[CH2:31][C@H:30]2[C@@H:26]1[CH:27]=[C:28]([CH2:32][O:33]CC1C=CC(OC)=CC=1)[CH2:29]2)=[O:22])([CH3:19])([CH3:18])[CH3:17]. Product: [C:16]([O:20][C:21]([NH:23][CH2:24][C@@:25]1([CH2:43][C:44]([O:46][C:47]([CH3:50])([CH3:49])[CH3:48])=[O:45])[CH2:31][C@H:30]2[C@@H:26]1[CH:27]=[C:28]([CH2:32][OH:33])[CH2:29]2)=[O:22])([CH3:19])([CH3:18])[CH3:17]. The catalyst class is: 2. (2) Reactant: [CH3:1][N:2]([CH3:27])[C:3]1([C:21]2[CH:26]=[CH:25][CH:24]=[CH:23][CH:22]=2)[CH2:8][CH2:7][C:6](=[CH:9][C:10]([NH:12][CH2:13][C:14]2[CH:19]=[CH:18][C:17]([F:20])=[CH:16][CH:15]=2)=[O:11])[CH2:5][CH2:4]1.[Cl:28][Si](C)(C)C. Product: [ClH:28].[CH3:27][N:2]([CH3:1])[C:3]1([C:21]2[CH:26]=[CH:25][CH:24]=[CH:23][CH:22]=2)[CH2:4][CH2:5][C:6](=[CH:9][C:10]([NH:12][CH2:13][C:14]2[CH:15]=[CH:16][C:17]([F:20])=[CH:18][CH:19]=2)=[O:11])[CH2:7][CH2:8]1. The catalyst class is: 573. (3) Reactant: I[CH2:2][C@@H:3]([CH3:16])[CH2:4][N:5]1[C:14]2[C:9](=[CH:10][CH:11]=[CH:12][CH:13]=2)[CH:8]=[CH:7][C:6]1=[O:15].[CH2:17]([O:20][CH:21]1[CH2:26][CH2:25][NH:24][CH2:23][CH2:22]1)[CH2:18][CH3:19]. Product: [CH3:16][CH:3]([CH2:2][N:24]1[CH2:25][CH2:26][CH:21]([O:20][CH2:17][CH2:18][CH3:19])[CH2:22][CH2:23]1)[CH2:4][N:5]1[C:14]2[C:9](=[CH:10][CH:11]=[CH:12][CH:13]=2)[CH:8]=[CH:7][C:6]1=[O:15]. The catalyst class is: 23. (4) The catalyst class is: 2. Product: [C:1]1([CH2:7][CH2:8][CH2:9][CH2:10][O:11][CH2:12][CH2:13][CH:14]=[O:15])[CH:6]=[CH:5][CH:4]=[CH:3][CH:2]=1. Reactant: [C:1]1([CH2:7][CH2:8][CH2:9][CH2:10][O:11][CH2:12][CH2:13][CH2:14][OH:15])[CH:6]=[CH:5][CH:4]=[CH:3][CH:2]=1.CC(OI1(OC(C)=O)(OC(C)=O)OC(=O)C2C=CC=CC1=2)=O. (5) Reactant: [OH:1][C:2]1[CH:3]=[C:4]2[C:9](=[CH:10][C:11]=1[O:12][CH3:13])[N:8]=[C:7]([C:14]1[CH:19]=[CH:18][CH:17]=[C:16]([N+:20]([O-:22])=[O:21])[CH:15]=1)[N:6]=[C:5]2[NH:23][C:24]1[CH:25]=[C:26]2[C:30](=[CH:31][CH:32]=1)[N:29]([C:33]([O:35][C:36]([CH3:39])([CH3:38])[CH3:37])=[O:34])[N:28]=[CH:27]2.Cl[CH2:41][CH2:42][N:43]([CH3:45])[CH3:44].C([O-])([O-])=O.[K+].[K+]. Product: [CH3:44][N:43]([CH3:45])[CH2:42][CH2:41][O:1][C:2]1[CH:3]=[C:4]2[C:9](=[CH:10][C:11]=1[O:12][CH3:13])[N:8]=[C:7]([C:14]1[CH:19]=[CH:18][CH:17]=[C:16]([N+:20]([O-:22])=[O:21])[CH:15]=1)[N:6]=[C:5]2[NH:23][C:24]1[CH:25]=[C:26]2[C:30](=[CH:31][CH:32]=1)[N:29]([C:33]([O:35][C:36]([CH3:39])([CH3:38])[CH3:37])=[O:34])[N:28]=[CH:27]2. The catalyst class is: 3.